Dataset: Reaction yield outcomes from USPTO patents with 853,638 reactions. Task: Predict the reaction yield, written as a fraction of the theoretical maximum amount of product (1.0 means a 100% yield; for example, 0.34 means a 34% yield). (1) The reactants are [CH3:1][O:2][CH2:3][C:4]1[CH:9]=[CH:8][CH:7]=[CH:6][C:5]=1[C:10]1[N:15]2[N:16]=[C:17]([NH:19][C:20]3[CH:30]=[CH:29][C:23]4[CH2:24][CH2:25][NH:26][CH2:27][CH2:28][C:22]=4[CH:21]=3)[N:18]=[C:14]2[CH:13]=[CH:12][CH:11]=1.C(=O)([O-])[O-].[K+].[K+].Cl[CH2:38][C:39]([N:41]([CH3:43])[CH3:42])=[O:40].[I-].[Na+]. The catalyst is C(#N)C.C(Cl)(Cl)Cl. The product is [CH3:1][O:2][CH2:3][C:4]1[CH:9]=[CH:8][CH:7]=[CH:6][C:5]=1[C:10]1[N:15]2[N:16]=[C:17]([NH:19][C:20]3[CH:30]=[CH:29][C:23]4[CH2:24][CH2:25][N:26]([CH2:38][C:39]([N:41]([CH3:43])[CH3:42])=[O:40])[CH2:27][CH2:28][C:22]=4[CH:21]=3)[N:18]=[C:14]2[CH:13]=[CH:12][CH:11]=1. The yield is 0.320. (2) The reactants are [H-].[Al+3].[Li+].[H-].[H-].[H-].C([CH2:10][C:11]1[CH:16]=[CH:15][C:14]([CH2:17][CH2:18][CH2:19][CH2:20][N:21]=[N+]=[N-])=[CH:13][CH:12]=1)(O)=O.[OH2:24].[OH-].[Na+]. The catalyst is C1COCC1. The product is [OH:24][CH2:10][C:11]1[CH:16]=[CH:15][C:14]([CH2:17][CH2:18][CH2:19][CH2:20][NH2:21])=[CH:13][CH:12]=1. The yield is 0.640. (3) The reactants are Cl[CH2:2][C:3]([NH:5][C@H:6]1[CH2:11][CH2:10][CH2:9][N:8]([C:12]([C:14]2[S:15][C:16]([C:19]3[C:23]([CH3:24])=[C:22]([C:25]([F:28])([F:27])[F:26])[O:21][N:20]=3)=[CH:17][CH:18]=2)=[O:13])[CH2:7]1)=[O:4].C([O-])([O-])=O.[K+].[K+].[CH3:35][N:36]1[CH2:41][CH2:40][NH:39][CH2:38][CH2:37]1. The catalyst is C(#N)C. The product is [CH3:35][N:36]1[CH2:41][CH2:40][N:39]([CH2:2][C:3]([NH:5][C@H:6]2[CH2:11][CH2:10][CH2:9][N:8]([C:12]([C:14]3[S:15][C:16]([C:19]4[C:23]([CH3:24])=[C:22]([C:25]([F:28])([F:27])[F:26])[O:21][N:20]=4)=[CH:17][CH:18]=3)=[O:13])[CH2:7]2)=[O:4])[CH2:38][CH2:37]1. The yield is 0.850. (4) The reactants are Cl.[CH3:2][C:3]1([C:6]([NH2:8])=[NH:7])[CH2:5][CH2:4]1.[Cl:9][C:10](Cl)(Cl)[S:11]Cl.[OH-].[Na+].Cl. The catalyst is ClCCl. The product is [Cl:9][C:10]1[S:11][N:8]=[C:6]([C:3]2([CH3:2])[CH2:5][CH2:4]2)[N:7]=1. The yield is 0.270. (5) The reactants are C[O:2][C:3](=[O:45])[CH2:4][C@@H:5]1[C@H:7]([C:8]([O:10][C@H:11]2[CH2:28][CH2:27][C@@:26]3([CH3:29])[C@@H:13]([CH2:14][CH2:15][C@:16]4([CH3:40])[C@@H:25]3[CH2:24][CH2:23][C@H:22]3[C@@:17]4([CH3:39])[CH2:18][CH2:19][C@@:20]4([C:36]([OH:38])=[O:37])[CH2:32][CH2:31][C@@H:30]([C:33]([CH3:35])=[CH2:34])[C@@H:21]43)[C:12]2([CH3:42])[CH3:41])=[O:9])[C:6]1([CH3:44])[CH3:43].O.[OH-].[Li+]. The catalyst is C1COCC1.O. The product is [C:3]([CH2:4][C@@H:5]1[C@H:7]([C:8]([O:10][C@H:11]2[CH2:28][CH2:27][C@@:26]3([CH3:29])[C@@H:13]([CH2:14][CH2:15][C@:16]4([CH3:40])[C@@H:25]3[CH2:24][CH2:23][C@H:22]3[C@@:17]4([CH3:39])[CH2:18][CH2:19][C@@:20]4([C:36]([OH:38])=[O:37])[CH2:32][CH2:31][C@@H:30]([C:33]([CH3:35])=[CH2:34])[C@@H:21]43)[C:12]2([CH3:42])[CH3:41])=[O:9])[C:6]1([CH3:44])[CH3:43])([OH:45])=[O:2]. The yield is 0.230. (6) The reactants are [F:1][CH:2]([F:26])[O:3][C:4]1[CH:5]=[C:6]([C:10]2[CH:11]=[C:12]([CH2:18][N:19]3[CH:23]=[N:22][C:21]([CH2:24]O)=[N:20]3)[CH:13]=[N:14][C:15]=2[O:16][CH3:17])[CH:7]=[CH:8][CH:9]=1.COCCN(S(F)(F)[F:37])CCOC. The catalyst is C(Cl)Cl. The product is [F:1][CH:2]([F:26])[O:3][C:4]1[CH:5]=[C:6]([C:10]2[C:15]([O:16][CH3:17])=[N:14][CH:13]=[C:12]([CH2:18][N:19]3[CH:23]=[N:22][C:21]([CH2:24][F:37])=[N:20]3)[CH:11]=2)[CH:7]=[CH:8][CH:9]=1. The yield is 0.270. (7) The reactants are [Cl:1][C:2]1[C:3]([O:11][CH2:12][CH3:13])=[C:4]([CH:8]=[CH:9][CH:10]=1)[CH2:5][NH:6][CH3:7].CNCC1C=CC2C(=CC=CC=2)C=1CCC.Cl.[N:31]1([CH2:37][CH2:38][N:39]2[CH2:44][C:43]3[CH:45]=[C:46](/[CH:49]=[CH:50]/[C:51]([OH:53])=O)[CH:47]=[N:48][C:42]=3[NH:41][C:40]2=[O:54])[CH2:36][CH2:35][O:34][CH2:33][CH2:32]1. No catalyst specified. The product is [ClH:1].[Cl:1][C:2]1[C:3]([O:11][CH2:12][CH3:13])=[C:4]([CH:8]=[CH:9][CH:10]=1)[CH2:5][N:6]([CH3:7])[C:51](=[O:53])/[CH:50]=[CH:49]/[C:46]1[CH:47]=[N:48][C:42]2[NH:41][C:40](=[O:54])[N:39]([CH2:38][CH2:37][N:31]3[CH2:32][CH2:33][O:34][CH2:35][CH2:36]3)[CH2:44][C:43]=2[CH:45]=1. The yield is 0.600.